From a dataset of Forward reaction prediction with 1.9M reactions from USPTO patents (1976-2016). Predict the product of the given reaction. (1) Given the reactants [Cl:1][C:2]1[CH:3]=[C:4]2[NH:19][C:18]([O:20][C@H:21]3[CH2:26][CH2:25][C@H:24]([C:27]([O:29]CC)=[O:28])[CH2:23][CH2:22]3)=[N:17][C:5]2=[N:6][C:7]=1[C:8]1[CH:13]=[CH:12][C:11](F)=[C:10]([C:15]#[N:16])[CH:9]=1.C(=O)([O-])[O-].[Cs+].[Cs+].[CH3:38][C:39]1([OH:43])[CH2:42][NH:41][CH2:40]1.[Li+].[OH-], predict the reaction product. The product is: [Cl:1][C:2]1[CH:3]=[C:4]2[NH:19][C:18]([O:20][C@H:21]3[CH2:26][CH2:25][C@H:24]([C:27]([OH:29])=[O:28])[CH2:23][CH2:22]3)=[N:17][C:5]2=[N:6][C:7]=1[C:8]1[CH:13]=[CH:12][C:11]([O:43][C:39]2([CH3:38])[CH2:42][NH:41][CH2:40]2)=[C:10]([C:15]#[N:16])[CH:9]=1. (2) Given the reactants [BH4-].[Na+].[CH2:3]([S:10][C:11]1[CH:18]=[CH:17][C:14]([CH:15]=[O:16])=[CH:13][CH:12]=1)[C:4]1[CH:9]=[CH:8][CH:7]=[CH:6][CH:5]=1.CO.Cl, predict the reaction product. The product is: [CH2:3]([S:10][C:11]1[CH:12]=[CH:13][C:14]([CH2:15][OH:16])=[CH:17][CH:18]=1)[C:4]1[CH:5]=[CH:6][CH:7]=[CH:8][CH:9]=1. (3) The product is: [F:12][C:13]1[CH:14]=[CH:15][C:16](/[CH:19]=[CH:20]/[C:21]2[CH:26]=[CH:25][C:24]([S:27]([C:6]3[CH:7]=[CH:8][CH:9]=[CH:10][C:5]=3[C:3](=[O:4])[CH2:2][OH:1])(=[O:29])=[O:28])=[CH:23][CH:22]=2)=[CH:17][CH:18]=1. Given the reactants [OH:1][CH2:2][C:3]([C:5]1[CH:10]=[CH:9][CH:8]=[CH:7][C:6]=1I)=[O:4].[F:12][C:13]1[CH:18]=[CH:17][C:16](/[CH:19]=[CH:20]/[C:21]2[CH:26]=[CH:25][C:24]([S:27]([O-:29])=[O:28])=[CH:23][CH:22]=2)=[CH:15][CH:14]=1.[Na+], predict the reaction product. (4) Given the reactants [Br:1][C:2]1[C:10]2[C:9]([C:11](O)=[O:12])=[CH:8][C:7]([C:14]3[CH:19]=[CH:18][C:17]([CH2:20][N:21]4[CH2:26][CH2:25][O:24][CH2:23][CH2:22]4)=[CH:16][CH:15]=3)=[N:6][C:5]=2[N:4]([CH:27]([CH3:29])[CH3:28])[N:3]=1.[NH2:30][CH2:31][C:32]1[C:33](=[O:40])[NH:34][C:35]([CH3:39])=[CH:36][C:37]=1[CH3:38].C1CN([P+](ON2N=NC3C=CC=CC2=3)(N2CCCC2)N2CCCC2)CC1.F[P-](F)(F)(F)(F)F, predict the reaction product. The product is: [Br:1][C:2]1[C:10]2[C:9]([C:11]([NH:30][CH2:31][C:32]3[C:33](=[O:40])[NH:34][C:35]([CH3:39])=[CH:36][C:37]=3[CH3:38])=[O:12])=[CH:8][C:7]([C:14]3[CH:15]=[CH:16][C:17]([CH2:20][N:21]4[CH2:22][CH2:23][O:24][CH2:25][CH2:26]4)=[CH:18][CH:19]=3)=[N:6][C:5]=2[N:4]([CH:27]([CH3:29])[CH3:28])[N:3]=1. (5) Given the reactants [Cl:1][C:2]1[C:3]([S:32](=[N:35]C(OC(C)(C)C)=O)([NH2:34])=[O:33])=[N:4][CH:5]=[C:6]([C:17]([N:19]2[CH2:24][CH2:23][CH:22]([C:25]3[CH:30]=[CH:29][C:28]([F:31])=[CH:27][CH:26]=3)[CH2:21][CH2:20]2)=[O:18])[C:7]=1[NH:8][C:9]1[CH:14]=[CH:13][C:12]([F:15])=[CH:11][C:10]=1[CH3:16].FC(F)(F)C(O)=O, predict the reaction product. The product is: [Cl:1][C:2]1[C:3]([S:32](=[NH:34])([NH2:35])=[O:33])=[N:4][CH:5]=[C:6]([C:17]([N:19]2[CH2:20][CH2:21][CH:22]([C:25]3[CH:30]=[CH:29][C:28]([F:31])=[CH:27][CH:26]=3)[CH2:23][CH2:24]2)=[O:18])[C:7]=1[NH:8][C:9]1[CH:14]=[CH:13][C:12]([F:15])=[CH:11][C:10]=1[CH3:16].